From a dataset of Catalyst prediction with 721,799 reactions and 888 catalyst types from USPTO. Predict which catalyst facilitates the given reaction. Reactant: [CH:1]([N:14]1[CH2:17][C:16](=O)[CH2:15]1)([C:8]1[CH:13]=[CH:12][CH:11]=[CH:10][CH:9]=1)[C:2]1[CH:7]=[CH:6][CH:5]=[CH:4][CH:3]=1.[CH2:19]([NH2:26])[C:20]1[CH:25]=[CH:24][CH:23]=[CH:22][CH:21]=1.C(O)(=O)C.[C-:31]#[N:32].[Na+]. Product: [CH:1]([N:14]1[CH2:17][C:16]([NH:26][CH2:19][C:20]2[CH:25]=[CH:24][CH:23]=[CH:22][CH:21]=2)([C:31]#[N:32])[CH2:15]1)([C:8]1[CH:13]=[CH:12][CH:11]=[CH:10][CH:9]=1)[C:2]1[CH:7]=[CH:6][CH:5]=[CH:4][CH:3]=1. The catalyst class is: 5.